This data is from Peptide-MHC class I binding affinity with 185,985 pairs from IEDB/IMGT. The task is: Regression. Given a peptide amino acid sequence and an MHC pseudo amino acid sequence, predict their binding affinity value. This is MHC class I binding data. The peptide sequence is LPSDFKTIL. The MHC is HLA-B08:01 with pseudo-sequence HLA-B08:01. The binding affinity (normalized) is 0.602.